Dataset: Catalyst prediction with 721,799 reactions and 888 catalyst types from USPTO. Task: Predict which catalyst facilitates the given reaction. (1) Reactant: Cl.[NH2:2][C@@H:3]1[CH2:7][CH2:6][N:5]([C:8]([O:10][CH:11]2[CH:18]3[CH2:19][CH:14]4[CH2:15][CH:16]([CH2:20][CH:12]2[CH2:13]4)[CH2:17]3)=[O:9])[CH2:4]1.CCN(C(C)C)C(C)C.Cl[C:31]([O:33][CH2:34][CH3:35])=[O:32].Cl. Product: [CH2:34]([O:33][C:31]([NH:2][C@@H:3]1[CH2:7][CH2:6][N:5]([C:8]([O:10][CH:11]2[CH:12]3[CH2:13][CH:14]4[CH2:15][CH:16]([CH2:17][CH:18]2[CH2:19]4)[CH2:20]3)=[O:9])[CH2:4]1)=[O:32])[CH3:35]. The catalyst class is: 2. (2) Reactant: [CH2:1]([O:8][CH2:9][C:10]([CH:13]1[N:22]2[CH:17]([CH2:18][C:19](=[O:28])[C:20]([C:23]([O:25][CH2:26][CH3:27])=[O:24])=[CH:21]2)[C:16]2[CH:29]=[C:30]([O:39][CH3:40])[C:31]([O:33][CH2:34][CH2:35][CH2:36][O:37][CH3:38])=[CH:32][C:15]=2[CH2:14]1)([CH3:12])[CH3:11])[C:2]1[CH:7]=[CH:6][CH:5]=[CH:4][CH:3]=1.C1(Cl)C(=O)C(Cl)=C(Cl)C(=O)C=1Cl. Product: [CH2:1]([O:8][CH2:9][C:10]([CH:13]1[N:22]2[C:17](=[CH:18][C:19](=[O:28])[C:20]([C:23]([O:25][CH2:26][CH3:27])=[O:24])=[CH:21]2)[C:16]2[CH:29]=[C:30]([O:39][CH3:40])[C:31]([O:33][CH2:34][CH2:35][CH2:36][O:37][CH3:38])=[CH:32][C:15]=2[CH2:14]1)([CH3:11])[CH3:12])[C:2]1[CH:7]=[CH:6][CH:5]=[CH:4][CH:3]=1. The catalyst class is: 57. (3) Reactant: Br[CH2:2][CH2:3][CH:4]1[O:9][CH2:8][CH2:7][CH2:6][O:5]1.[CH:10]12[CH2:16][CH:13]([CH:14]=[CH:15]1)[CH2:12][CH:11]2[CH:17]=[O:18].[Cl-].[NH4+]. Product: [O:5]1[CH2:6][CH2:7][CH2:8][O:9][CH:4]1[CH2:3][CH2:2][CH:17]([CH:11]1[CH2:12][CH:13]2[CH2:16][CH:10]1[CH:15]=[CH:14]2)[OH:18]. The catalyst class is: 7. (4) Reactant: Cl.Cl.Cl.Cl.[NH2:5][CH2:6][CH2:7][CH2:8][NH:9][CH2:10][CH2:11][CH2:12][CH2:13][NH:14][CH2:15][CH2:16][CH2:17][NH2:18].O.C(#N)C. Product: [NH2:18][CH2:17][CH2:16][CH2:15][NH:14][CH2:13][CH2:12][CH2:11][CH2:10][NH:9][CH2:8][CH2:7][CH2:6][NH2:5]. The catalyst class is: 6. (5) Reactant: [NH2:1][C:2]1[C:7]([Br:8])=[CH:6][CH:5]=[CH:4][N:3]=1.[CH2:9]([O:11][C:12]([N:14]=[C:15]=[S:16])=[O:13])[CH3:10]. Product: [CH2:9]([O:11][C:12](=[O:13])[NH:14][C:15](=[S:16])[NH:1][C:2]1[C:7]([Br:8])=[CH:6][CH:5]=[CH:4][N:3]=1)[CH3:10]. The catalyst class is: 4. (6) Reactant: [N+:1]([C:4]1[CH:9]=[CH:8][C:7]([C:10]2[CH:15]=[CH:14][C:13]([C:16]([F:19])([F:18])[F:17])=[CH:12][CH:11]=2)=[CH:6][C:5]=1[CH2:20][S:21][CH2:22][C:23]([O:25][CH2:26][CH3:27])=[O:24])([O-])=O. Product: [NH2:1][C:4]1[CH:9]=[CH:8][C:7]([C:10]2[CH:15]=[CH:14][C:13]([C:16]([F:17])([F:18])[F:19])=[CH:12][CH:11]=2)=[CH:6][C:5]=1[CH2:20][S:21][CH2:22][C:23]([O:25][CH2:26][CH3:27])=[O:24]. The catalyst class is: 183.